This data is from NCI-60 drug combinations with 297,098 pairs across 59 cell lines. The task is: Regression. Given two drug SMILES strings and cell line genomic features, predict the synergy score measuring deviation from expected non-interaction effect. (1) Drug 1: CC1C(C(CC(O1)OC2CC(CC3=C2C(=C4C(=C3O)C(=O)C5=C(C4=O)C(=CC=C5)OC)O)(C(=O)C)O)N)O.Cl. Drug 2: C1CCC(C(C1)N)N.C(=O)(C(=O)[O-])[O-].[Pt+4]. Cell line: HL-60(TB). Synergy scores: CSS=39.6, Synergy_ZIP=-8.45, Synergy_Bliss=-5.61, Synergy_Loewe=-8.60, Synergy_HSA=-3.80. (2) Drug 1: C1=CC(=CC=C1CC(C(=O)O)N)N(CCCl)CCCl.Cl. Drug 2: CC(C1=C(C=CC(=C1Cl)F)Cl)OC2=C(N=CC(=C2)C3=CN(N=C3)C4CCNCC4)N. Cell line: SF-295. Synergy scores: CSS=33.0, Synergy_ZIP=9.88, Synergy_Bliss=14.0, Synergy_Loewe=-3.42, Synergy_HSA=15.9. (3) Drug 1: CC1C(C(=O)NC(C(=O)N2CCCC2C(=O)N(CC(=O)N(C(C(=O)O1)C(C)C)C)C)C(C)C)NC(=O)C3=C4C(=C(C=C3)C)OC5=C(C(=O)C(=C(C5=N4)C(=O)NC6C(OC(=O)C(N(C(=O)CN(C(=O)C7CCCN7C(=O)C(NC6=O)C(C)C)C)C)C(C)C)C)N)C. Drug 2: CC1=C2C(C(=O)C3(C(CC4C(C3C(C(C2(C)C)(CC1OC(=O)C(C(C5=CC=CC=C5)NC(=O)OC(C)(C)C)O)O)OC(=O)C6=CC=CC=C6)(CO4)OC(=O)C)O)C)O. Cell line: MDA-MB-231. Synergy scores: CSS=9.97, Synergy_ZIP=2.18, Synergy_Bliss=7.26, Synergy_Loewe=6.38, Synergy_HSA=6.13. (4) Drug 1: COC1=NC(=NC2=C1N=CN2C3C(C(C(O3)CO)O)O)N. Drug 2: CC(C)(C#N)C1=CC(=CC(=C1)CN2C=NC=N2)C(C)(C)C#N. Cell line: RPMI-8226. Synergy scores: CSS=37.3, Synergy_ZIP=2.44, Synergy_Bliss=3.34, Synergy_Loewe=2.87, Synergy_HSA=3.28. (5) Drug 1: C1CCC(C1)C(CC#N)N2C=C(C=N2)C3=C4C=CNC4=NC=N3. Drug 2: CC1CCC2CC(C(=CC=CC=CC(CC(C(=O)C(C(C(=CC(C(=O)CC(OC(=O)C3CCCCN3C(=O)C(=O)C1(O2)O)C(C)CC4CCC(C(C4)OC)O)C)C)O)OC)C)C)C)OC. Cell line: M14. Synergy scores: CSS=4.63, Synergy_ZIP=-1.18, Synergy_Bliss=3.83, Synergy_Loewe=-14.8, Synergy_HSA=-4.82. (6) Drug 1: C1=CC(=CC=C1CCCC(=O)O)N(CCCl)CCCl. Drug 2: CC(C)NC(=O)C1=CC=C(C=C1)CNNC.Cl. Cell line: T-47D. Synergy scores: CSS=24.5, Synergy_ZIP=-6.57, Synergy_Bliss=-2.18, Synergy_Loewe=-5.66, Synergy_HSA=-3.23. (7) Drug 1: C1C(C(OC1N2C=C(C(=O)NC2=O)F)CO)O. Drug 2: CC1C(C(CC(O1)OC2CC(OC(C2O)C)OC3=CC4=CC5=C(C(=O)C(C(C5)C(C(=O)C(C(C)O)O)OC)OC6CC(C(C(O6)C)O)OC7CC(C(C(O7)C)O)OC8CC(C(C(O8)C)O)(C)O)C(=C4C(=C3C)O)O)O)O. Cell line: SW-620. Synergy scores: CSS=46.6, Synergy_ZIP=-4.95, Synergy_Bliss=-2.13, Synergy_Loewe=-4.07, Synergy_HSA=-2.08.